Dataset: Full USPTO retrosynthesis dataset with 1.9M reactions from patents (1976-2016). Task: Predict the reactants needed to synthesize the given product. (1) Given the product [F:62][C:29]1[CH:28]=[C:3]([CH:2]=[CH:31][CH:30]=1)[CH2:4][N:5]1[C:10](=[O:11])[CH:9]=[CH:8][C:7]([CH2:12][C:13]2[C:21]3[C:16](=[CH:17][CH:18]=[CH:19][CH:20]=3)[N:15]([CH2:22][C:23]([O:25][CH3:26])=[O:24])[C:14]=2[CH3:27])=[CH:6]1, predict the reactants needed to synthesize it. The reactants are: F[C:2]1[CH:31]=[C:30](F)[CH:29]=[CH:28][C:3]=1[CH2:4][N:5]1[C:10](=[O:11])[CH:9]=[CH:8][C:7]([CH2:12][C:13]2[C:21]3[C:16](=[CH:17][CH:18]=[CH:19][CH:20]=3)[N:15]([CH2:22][C:23]([O:25][CH3:26])=[O:24])[C:14]=2[CH3:27])=[CH:6]1.CC1N(CC(OC)=O)C2C(C=1CC1C=CC(=O)NC=1)=CC=CC=2.C(=O)([O-])[O-].[K+].[K+].[F:62]C1C=C(C=CC=1)CBr. (2) Given the product [C:2]([N:18]([CH2:19][CH2:20][N:21]1[C:1](=[O:11])[C:2]2[C:3](=[CH:7][CH:8]=[CH:9][CH:10]=2)[C:4]1=[O:6])[C:17](=[O:22])[OH:16])([CH3:3])([CH3:10])[CH3:1].[C:1]1(=[O:6])[NH:18][C:4](=[O:5])[C:3]2=[CH:7][CH:8]=[CH:9][CH:10]=[C:2]12, predict the reactants needed to synthesize it. The reactants are: [C:1]1(=[O:11])[O:6][C:4](=[O:5])[C:3]2=[CH:7][CH:8]=[CH:9][CH:10]=[C:2]12.C([O:16][C:17](=[O:22])[NH:18][CH2:19][CH2:20][NH2:21])(C)(C)C. (3) Given the product [C:1]([O:20][N:22]1[C:26](=[O:27])[CH2:25][CH2:24][C:23]1=[O:28])(=[O:19])[CH2:2][CH2:3][CH2:4][CH2:5][CH2:6][CH2:7][CH3:8], predict the reactants needed to synthesize it. The reactants are: [C:1]([OH:20])(=[O:19])[CH2:2][CH2:3][CH2:4][CH2:5][CH2:6][CH2:7][CH2:8]CCCCCCCCCC.O[N:22]1[C:26](=[O:27])[CH2:25][CH2:24][C:23]1=[O:28].C1(N=C=NC2CCCCC2)CCCCC1.